Dataset: Full USPTO retrosynthesis dataset with 1.9M reactions from patents (1976-2016). Task: Predict the reactants needed to synthesize the given product. Given the product [F:1][C:2]1[C:3]([CH2:10][CH2:11][C:12]2[NH:23][N:22]=[C:16]([NH2:18])[CH:17]=2)=[CH:4][C:5]([O:8][CH3:9])=[N:6][CH:7]=1, predict the reactants needed to synthesize it. The reactants are: [F:1][C:2]1[C:3]([CH2:10][CH2:11][C:12](OC)=O)=[CH:4][C:5]([O:8][CH3:9])=[N:6][CH:7]=1.[C:16](#[N:18])[CH3:17].[H-].[Na+].Cl.[NH2:22][NH2:23].